From a dataset of CYP3A4 inhibition data for predicting drug metabolism from PubChem BioAssay. Regression/Classification. Given a drug SMILES string, predict its absorption, distribution, metabolism, or excretion properties. Task type varies by dataset: regression for continuous measurements (e.g., permeability, clearance, half-life) or binary classification for categorical outcomes (e.g., BBB penetration, CYP inhibition). Dataset: cyp3a4_veith. (1) The molecule is Cc1cc(C)cc(Oc2coc3cc(OC(=O)c4cccs4)ccc3c2=O)c1. The result is 0 (non-inhibitor). (2) The molecule is CP(=O)(Nc1ccc(Cl)cc1)Oc1ccc(F)cc1. The result is 0 (non-inhibitor). (3) The molecule is N#C/C(=C\c1ccc(O)c(O)c1)C(=O)NCCCCc1ccccc1. The result is 1 (inhibitor). (4) The drug is O=C(CN1C(=O)C2C3C=CC(C3)C2C1=O)Nc1cccc2c1CCCC2. The result is 1 (inhibitor). (5) The molecule is O=C1c2c(O)cc(O)cc2O[C@@H](c2ccc(O)c(O)c2)[C@H]1O. The result is 1 (inhibitor).